This data is from Forward reaction prediction with 1.9M reactions from USPTO patents (1976-2016). The task is: Predict the product of the given reaction. (1) Given the reactants [CH2:1]([C:3]([F:31])([CH2:29][CH3:30])[CH2:4][N:5]1[CH2:10][CH2:9][CH:8]([CH2:11][O:12][C:13]2[CH:14]=[CH:15][C:16]([C:19]3[CH:28]=[CH:27][C:22]([C:23]([O:25]C)=[O:24])=[CH:21][CH:20]=3)=[N:17][CH:18]=2)[CH2:7][CH2:6]1)[CH3:2].O[Li].O, predict the reaction product. The product is: [CH2:1]([C:3]([F:31])([CH2:29][CH3:30])[CH2:4][N:5]1[CH2:10][CH2:9][CH:8]([CH2:11][O:12][C:13]2[CH:14]=[CH:15][C:16]([C:19]3[CH:28]=[CH:27][C:22]([C:23]([OH:25])=[O:24])=[CH:21][CH:20]=3)=[N:17][CH:18]=2)[CH2:7][CH2:6]1)[CH3:2]. (2) The product is: [CH3:15][C:16]1[C:17]([C:2]2[CH:7]=[CH:6][C:5]([C:8]3[O:9][C:10]([CH3:13])=[N:11][N:12]=3)=[CH:4][C:3]=2[CH3:14])=[CH:18][C:19]([NH:22][C:23]([C:25]2[CH:29]=[CH:28][S:27][CH:26]=2)=[O:24])=[CH:20][CH:21]=1. Given the reactants Br[C:2]1[CH:7]=[CH:6][C:5]([C:8]2[O:9][C:10]([CH3:13])=[N:11][N:12]=2)=[CH:4][C:3]=1[CH3:14].[CH3:15][C:16]1[CH:21]=[CH:20][C:19]([NH:22][C:23]([C:25]2[CH:29]=[CH:28][S:27][CH:26]=2)=[O:24])=[CH:18][C:17]=1B1OC(C)(C)C(C)(C)O1, predict the reaction product. (3) The product is: [Cl:1][C:2]1[C:3]2[C:10](=[O:19])[C:11]([C:12]3[CH:17]=[CH:16][C:15]([OH:18])=[CH:14][CH:13]=3)=[CH:20][O:9][C:4]=2[CH:5]=[C:6]([OH:8])[CH:7]=1. Given the reactants [Cl:1][C:2]1[CH:7]=[C:6]([OH:8])[CH:5]=[C:4]([OH:9])[C:3]=1[C:10](=[O:19])[CH2:11][C:12]1[CH:17]=[CH:16][C:15]([OH:18])=[CH:14][CH:13]=1.[C:20](OC(=O)C)(=O)C.C([O-])(=O)C.[Na+], predict the reaction product. (4) Given the reactants [F:1][C:2]1[CH:3]=[N:4][C:5]([C:8]2[CH:13]=[CH:12][C:11]([C:14]3[CH2:15][CH2:16][NH:17][CH2:18][CH:19]=3)=[CH:10][C:9]=2[F:20])=[N:6][CH:7]=1.C(N(CC)CC)C.[Cl:28][CH2:29][C:30](Cl)=[O:31], predict the reaction product. The product is: [Cl:28][CH2:29][C:30]([N:17]1[CH2:16][CH:15]=[C:14]([C:11]2[CH:12]=[CH:13][C:8]([C:5]3[N:6]=[CH:7][C:2]([F:1])=[CH:3][N:4]=3)=[C:9]([F:20])[CH:10]=2)[CH2:19][CH2:18]1)=[O:31]. (5) Given the reactants [CH3:1][O:2][CH2:3][CH2:4][N:5]1[CH2:11][C:10]2[CH:12]=[C:13]([NH2:16])[CH:14]=[CH:15][C:9]=2[S:8][CH2:7][CH2:6]1.Cl[C:18]1[N:23]=[C:22]([NH:24][C:25]2[CH:34]=[CH:33][CH:32]=[CH:31][C:26]=2[C:27]([NH:29][CH3:30])=[O:28])[C:21]([Cl:35])=[CH:20][N:19]=1, predict the reaction product. The product is: [Cl:35][C:21]1[C:22]([NH:24][C:25]2[CH:34]=[CH:33][CH:32]=[CH:31][C:26]=2[C:27]([NH:29][CH3:30])=[O:28])=[N:23][C:18]([NH:16][C:13]2[CH:14]=[CH:15][C:9]3[S:8][CH2:7][CH2:6][N:5]([CH2:4][CH2:3][O:2][CH3:1])[CH2:11][C:10]=3[CH:12]=2)=[N:19][CH:20]=1. (6) Given the reactants [F:1][C:2]1[CH:10]=[CH:9][CH:8]=[C:7]2[C:3]=1[CH2:4][CH2:5][CH:6]2[NH2:11].C(N(CC)CC)C.[Cl:19][CH2:20][CH2:21][N:22]=[C:23]=[O:24], predict the reaction product. The product is: [Cl:19][CH2:20][CH2:21][NH:22][C:23]([NH:11][CH:6]1[C:7]2[C:3](=[C:2]([F:1])[CH:10]=[CH:9][CH:8]=2)[CH2:4][CH2:5]1)=[O:24]. (7) Given the reactants [Br:1][C:2]1[C:3](F)=[C:4]2[O:8][C:7]([CH:9]3[CH2:11][CH2:10]3)=[N:6][C:5]2=[C:12]([C:15]#[N:16])[C:13]=1[CH3:14].[C:18](=O)([O-])[O-:19].[K+].[K+], predict the reaction product. The product is: [Br:1][C:2]1[C:3]([O:19][CH3:18])=[C:4]2[O:8][C:7]([CH:9]3[CH2:11][CH2:10]3)=[N:6][C:5]2=[C:12]([C:15]#[N:16])[C:13]=1[CH3:14].